Predict the reaction yield, written as a fraction of the theoretical maximum amount of product (1.0 means a 100% yield; for example, 0.34 means a 34% yield). From a dataset of Reaction yield outcomes from USPTO patents with 853,638 reactions. (1) The reactants are CN(C)C=O.C(=O)([O-])[O-].[K+].[K+].I[C:13]1[C:18]([O:19][C:20]2[C:29]3[C:24](=[CH:25][C:26]([O:32][CH3:33])=[C:27]([O:30][CH3:31])[CH:28]=3)[N:23]=[CH:22][CH:21]=2)=[CH:17][CH:16]=[C:15]([CH3:34])[N:14]=1.[N:35]1[CH:40]=[CH:39][CH:38]=[C:37](B(O)O)[CH:36]=1. The catalyst is O.C(O)C. The product is [CH3:31][O:30][C:27]1[CH:28]=[C:29]2[C:24](=[CH:25][C:26]=1[O:32][CH3:33])[N:23]=[CH:22][CH:21]=[C:20]2[O:19][C:18]1[C:13]([C:37]2[CH:36]=[N:35][CH:40]=[CH:39][CH:38]=2)=[N:14][C:15]([CH3:34])=[CH:16][CH:17]=1. The yield is 0.750. (2) The reactants are C(N(CC)CC)C.[C:8](OC(=O)C)(=[O:10])[CH3:9].C(Cl)Cl.[CH3:18][C:19]1([CH3:52])[NH:24][CH2:23][CH2:22][N:21]([C:25]2[N:26]([CH2:47][C:48]([F:51])([F:50])[F:49])[C:27]3[C:32]([N:33]=2)=[C:31]([N:34]2[CH2:39][CH2:38][O:37][CH2:36][CH2:35]2)[N:30]=[C:29]([C:40]2[CH:41]=[N:42][C:43]([NH2:46])=[N:44][CH:45]=2)[N:28]=3)[CH2:20]1. The catalyst is C(Cl)Cl.CO. The product is [C:8]([N:24]1[CH2:23][CH2:22][N:21]([C:25]2[N:26]([CH2:47][C:48]([F:51])([F:49])[F:50])[C:27]3[C:32]([N:33]=2)=[C:31]([N:34]2[CH2:35][CH2:36][O:37][CH2:38][CH2:39]2)[N:30]=[C:29]([C:40]2[CH:45]=[N:44][C:43]([NH2:46])=[N:42][CH:41]=2)[N:28]=3)[CH2:20][C:19]1([CH3:52])[CH3:18])(=[O:10])[CH3:9]. The yield is 0.880. (3) The reactants are [OH-].[K+].[Cl:3][C:4]1[CH:5]=[C:6]([C:9]#[N:10])[S:7][CH:8]=1.[O-:11]S([O-])(=O)=O.[Na+].[Na+].C. The catalyst is CCOC(C)=O.CCO.O. The product is [Cl:3][C:4]1[CH:5]=[C:6]([C:9]([NH2:10])=[O:11])[S:7][CH:8]=1. The yield is 0.310. (4) The product is [C:18]([O:21][O:10][C:5]1[CH:4]=[CH:3][C:2]([Br:1])=[C:9]([CH2:11][CH3:12])[C:6]=1[CH:7]=[O:8])(=[O:19])[CH3:24]. The yield is 0.900. The reactants are [Br:1][C:2]1[CH:9]=[C:6]([CH:7]=[O:8])[C:5]([OH:10])=[CH:4][CH:3]=1.[CH2:11](OC(=O)CBr)[CH3:12].[C:18]([O-:21])([O-])=[O:19].[K+].[K+].[CH3:24]N(C=O)C. No catalyst specified. (5) The reactants are [H-].[Na+].[I-].[CH3:4][S+](C)(C)=O.[F:9][C:10]([F:37])([F:36])[O:11][C:12]1[CH:17]=[CH:16][C:15]([N:18]2[CH:22]=[N:21][C:20]([C:23]3[CH:28]=[CH:27][C:26](/[CH:29]=[CH:30]/[C:31]([O:33][CH2:34][CH3:35])=[O:32])=[CH:25][CH:24]=3)=[N:19]2)=[CH:14][CH:13]=1. The catalyst is CS(C)=O. The product is [F:37][C:10]([F:9])([F:36])[O:11][C:12]1[CH:17]=[CH:16][C:15]([N:18]2[CH:22]=[N:21][C:20]([C:23]3[CH:28]=[CH:27][C:26]([CH:29]4[CH2:4][CH:30]4[C:31]([O:33][CH2:34][CH3:35])=[O:32])=[CH:25][CH:24]=3)=[N:19]2)=[CH:14][CH:13]=1. The yield is 0.410.